Predict the product of the given reaction. From a dataset of Forward reaction prediction with 1.9M reactions from USPTO patents (1976-2016). Given the reactants [CH3:1][C:2]1[CH:3]=[C:4]([CH:14]=[CH:15][CH:16]=1)[CH2:5][C:6]1[O:10][N:9]=[C:8]([C:11]([OH:13])=O)[CH:7]=1.[O:17]1[CH2:21][CH2:20][CH:19]([CH2:22][NH2:23])[CH2:18]1.C(N(CC)CC)C.ON1C2C=CC=CC=2N=N1.Cl.C(N=C=NCCCN(C)C)C, predict the reaction product. The product is: [O:17]1[CH2:21][CH2:20][CH:19]([CH2:22][NH:23][C:11]([C:8]2[CH:7]=[C:6]([CH2:5][C:4]3[CH:14]=[CH:15][CH:16]=[C:2]([CH3:1])[CH:3]=3)[O:10][N:9]=2)=[O:13])[CH2:18]1.